From a dataset of Forward reaction prediction with 1.9M reactions from USPTO patents (1976-2016). Predict the product of the given reaction. The product is: [CH2:26]([N:10]1[C:9]2[N:8]=[C:7]([CH2:6][C:5]3[CH:4]=[CH:3][C:2]([NH:1][S:41]([C:37]4[C:34]5=[N:35][O:36][N:32]=[C:33]5[CH:40]=[CH:39][CH:38]=4)(=[O:43])=[O:42])=[CH:31][CH:30]=3)[NH:15][C:14]=2[C:13](=[O:16])[N:12]([CH2:17][C:18]2[CH:23]=[CH:22][CH:21]=[CH:20][C:19]=2[F:24])[C:11]1=[O:25])[CH2:27][CH2:28][CH3:29]. Given the reactants [NH2:1][C:2]1[CH:31]=[CH:30][C:5]([CH2:6][C:7]2[NH:15][C:14]3[C:13](=[O:16])[N:12]([CH2:17][C:18]4[CH:23]=[CH:22][CH:21]=[CH:20][C:19]=4[F:24])[C:11](=[O:25])[N:10]([CH2:26][CH2:27][CH2:28][CH3:29])[C:9]=3[N:8]=2)=[CH:4][CH:3]=1.[N:32]1[O:36][N:35]=[C:34]2[C:37]([S:41](Cl)(=[O:43])=[O:42])=[CH:38][CH:39]=[CH:40][C:33]=12, predict the reaction product.